Dataset: NCI-60 drug combinations with 297,098 pairs across 59 cell lines. Task: Regression. Given two drug SMILES strings and cell line genomic features, predict the synergy score measuring deviation from expected non-interaction effect. Drug 1: C1=CC(=CC=C1CCC2=CNC3=C2C(=O)NC(=N3)N)C(=O)NC(CCC(=O)O)C(=O)O. Drug 2: C1CN1P(=S)(N2CC2)N3CC3. Cell line: SNB-19. Synergy scores: CSS=40.8, Synergy_ZIP=0.371, Synergy_Bliss=4.60, Synergy_Loewe=-3.67, Synergy_HSA=7.77.